Dataset: Peptide-MHC class II binding affinity with 134,281 pairs from IEDB. Task: Regression. Given a peptide amino acid sequence and an MHC pseudo amino acid sequence, predict their binding affinity value. This is MHC class II binding data. (1) The peptide sequence is EWATPFPHRKGVLFN. The MHC is HLA-DPA10201-DPB11401 with pseudo-sequence HLA-DPA10201-DPB11401. The binding affinity (normalized) is 0.0603. (2) The peptide sequence is AAGAATTAAGAASGA. The MHC is DRB1_0701 with pseudo-sequence DRB1_0701. The binding affinity (normalized) is 0.0817. (3) The peptide sequence is EEMFKKRNLTIMDLH. The MHC is DRB1_0301 with pseudo-sequence DRB1_0301. The binding affinity (normalized) is 0.110. (4) The peptide sequence is LRLGKEFIRCLALPF. The MHC is HLA-DQA10501-DQB10402 with pseudo-sequence HLA-DQA10501-DQB10402. The binding affinity (normalized) is 0.477.